This data is from Full USPTO retrosynthesis dataset with 1.9M reactions from patents (1976-2016). The task is: Predict the reactants needed to synthesize the given product. (1) Given the product [NH2:9][C:4]1[N:3]=[C:2]([C:26]2[C:19]([CH:16]3[CH2:18][CH2:17]3)=[N:20][C:21]([N:36]3[CH2:41][CH2:40][N:39]([C:42](=[O:46])[CH2:43][CH2:44][OH:45])[C@H:38]([CH:47]4[CH2:48][CH2:49]4)[CH2:37]3)=[C:22]([CH:25]=2)[C:23]#[N:24])[CH:7]=[C:6]([Cl:8])[N:5]=1, predict the reactants needed to synthesize it. The reactants are: Cl[C:2]1[CH:7]=[C:6]([Cl:8])[N:5]=[C:4]([NH2:9])[N:3]=1.C(=O)([O-])[O-].[Na+].[Na+].[CH:16]1([C:19]2[C:26](B3OC(C)(C)C(C)(C)O3)=[CH:25][C:22]([C:23]#[N:24])=[C:21]([N:36]3[CH2:41][CH2:40][N:39]([C:42](=[O:46])[CH2:43][CH2:44][OH:45])[C@H:38]([CH:47]4[CH2:49][CH2:48]4)[CH2:37]3)[N:20]=2)[CH2:18][CH2:17]1. (2) Given the product [OH:1][CH2:2][C@@H:3]1[C@:8]([C@H:10]2[CH2:18][CH2:17][C:16]3[C:15]([CH3:25])([CH3:20])[CH:14]=[CH:13][C:12]=3[C@@H:11]2[CH2:21][OH:22])([CH3:9])[CH2:7][CH2:6][C@H:5]([OH:23])[CH2:4]1, predict the reactants needed to synthesize it. The reactants are: [OH:1][CH2:2][C@@H:3]1[C@:8]([C@H:10]2[CH2:18][CH2:17][C@@:16]3(C)[C@@H:12]([CH:13]=[CH:14][C:15]3=[CH2:20])[C@@H:11]2[CH2:21][OH:22])([CH3:9])[CH2:7][CH2:6][C@H:5]([OH:23])[CH2:4]1.Cl.[CH3:25]O.